This data is from Reaction yield outcomes from USPTO patents with 853,638 reactions. The task is: Predict the reaction yield, written as a fraction of the theoretical maximum amount of product (1.0 means a 100% yield; for example, 0.34 means a 34% yield). (1) The reactants are C(OC(=O)[NH:7][C@H:8]([CH2:32][C:33]1[CH:38]=[C:37]([F:39])[C:36]([F:40])=[CH:35][C:34]=1[F:41])[CH2:9][C:10]([N:12]1[CH2:17][CH2:16][N:15]2[C:18]([C:28]([F:31])([F:30])[F:29])=[N:19][C:20]([C:21]([CH:23]3[CH2:27][CH2:26][CH2:25][CH2:24]3)=[O:22])=[C:14]2[CH2:13]1)=[O:11])(C)(C)C.[ClH:43]. The catalyst is C(OCC)(=O)C. The product is [ClH:43].[NH2:7][C@H:8]([CH2:32][C:33]1[CH:38]=[C:37]([F:39])[C:36]([F:40])=[CH:35][C:34]=1[F:41])[CH2:9][C:10]([N:12]1[CH2:17][CH2:16][N:15]2[C:18]([C:28]([F:31])([F:29])[F:30])=[N:19][C:20]([C:21]([CH:23]3[CH2:27][CH2:26][CH2:25][CH2:24]3)=[O:22])=[C:14]2[CH2:13]1)=[O:11]. The yield is 0.810. (2) The reactants are [F:1][C:2]1[CH:3]=[C:4]([CH:10]2[CH2:14][CH2:13][CH2:12][C:11]2=[O:15])[CH:5]=[C:6]([F:9])[C:7]=1[F:8].[C:16](Cl)([N:18]=[C:19]=[O:20])=[O:17]. The catalyst is C(OCC)(=O)C. The product is [F:1][C:2]1[CH:3]=[C:4]([CH:10]2[C:11]3[O:15][C:19](=[O:20])[NH:18][C:16](=[O:17])[C:12]=3[CH2:13][CH2:14]2)[CH:5]=[C:6]([F:9])[C:7]=1[F:8]. The yield is 0.464. (3) The reactants are [C:1]([CH:3]([C:9]1[CH:14]=[CH:13][CH:12]=[CH:11][CH:10]=1)[C:4]([O:6][CH2:7][CH3:8])=[O:5])#[N:2].[N:15]([C:23]([O:25][CH:26]([CH3:28])[CH3:27])=[O:24])=[N:16][C:17]([O:19][CH:20]([CH3:22])[CH3:21])=[O:18]. The catalyst is C1(C)C=CC=CC=1. The product is [CH:20]([O:19][C:17]([N:16]([C@:3]([C:1]#[N:2])([C:9]1[CH:14]=[CH:13][CH:12]=[CH:11][CH:10]=1)[C:4]([O:6][CH2:7][CH3:8])=[O:5])[NH:15][C:23]([O:25][CH:26]([CH3:28])[CH3:27])=[O:24])=[O:18])([CH3:22])[CH3:21]. The yield is 1.00. (4) The reactants are [C:1]1([C:7]([OH:9])=[O:8])([C:4](O)=[O:5])[CH2:3][CH2:2]1.C(N(CC)CC)C.S(Cl)(Cl)=O.[C:21]1([NH2:27])[CH:26]=[CH:25][CH:24]=[CH:23][CH:22]=1. The catalyst is C1COCC1.C(OCC)(=O)C. The product is [C:21]1([NH:27][C:4]([C:1]2([C:7]([OH:9])=[O:8])[CH2:3][CH2:2]2)=[O:5])[CH:26]=[CH:25][CH:24]=[CH:23][CH:22]=1. The yield is 0.608. (5) The yield is 0.410. The reactants are [C:1]1([C@@H:7]([N:9]([CH:16]2[CH2:25][CH2:24][C:19]3(OCC[O:20]3)[CH2:18][CH2:17]2)[C:10](=[O:15])[C:11]([F:14])([F:13])[F:12])[CH3:8])[CH:6]=[CH:5][CH:4]=[CH:3][CH:2]=1.Cl. The product is [C:1]1([C@@H:7]([N:9]([CH:16]2[CH2:25][CH2:24][C:19](=[O:20])[CH2:18][CH2:17]2)[C:10](=[O:15])[C:11]([F:12])([F:14])[F:13])[CH3:8])[CH:6]=[CH:5][CH:4]=[CH:3][CH:2]=1. The catalyst is O1CCCC1. (6) The product is [CH2:35]([O:42][C:43]1[CH:48]=[CH:47][C:46]([S:49]([NH:8][C@@H:9]2[CH2:14][CH2:13][N:12]([C:15]([O:17][C:18]([CH3:19])([CH3:20])[CH3:21])=[O:16])[CH2:11][C@:10]2([CH3:26])[C:22]([O:24][CH3:25])=[O:23])(=[O:51])=[O:50])=[CH:45][CH:44]=1)[C:36]1[CH:37]=[CH:38][CH:39]=[CH:40][CH:41]=1. The yield is 0.850. The reactants are C([N:8]([C@@H](C1C=CC=CC=1)C)[C@@H:9]1[CH2:14][CH2:13][N:12]([C:15]([O:17][C:18]([CH3:21])([CH3:20])[CH3:19])=[O:16])[CH2:11][C@:10]1([CH3:26])[C:22]([O:24][CH3:25])=[O:23])C1C=CC=CC=1.[CH2:35]([O:42][C:43]1[CH:48]=[CH:47][C:46]([S:49](Cl)(=[O:51])=[O:50])=[CH:45][CH:44]=1)[C:36]1[CH:41]=[CH:40][CH:39]=[CH:38][CH:37]=1.C(Cl)Cl.C(=O)(O)[O-].[Na+]. The catalyst is C(O)=O.CO.[Pd]. (7) The reactants are C([O:5][NH:6][C:7](=[O:34])[CH:8]([NH:19][S:20]([C:23]1[CH:28]=[CH:27][C:26]([O:29][CH2:30][C:31]#[C:32][CH3:33])=[CH:25][CH:24]=1)(=[O:22])=[O:21])[C:9]1[CH:14]=[CH:13][C:12]([O:15][CH2:16][C:17]#[CH:18])=[CH:11][CH:10]=1)(C)(C)C. The catalyst is C(O)(C(F)(F)F)=O. The product is [CH2:30]([O:29][C:26]1[CH:25]=[CH:24][C:23]([S:20]([NH:19][CH:8]([C:9]2[CH:14]=[CH:13][C:12]([O:15][CH2:16][C:17]#[CH:18])=[CH:11][CH:10]=2)[C:7]([NH:6][OH:5])=[O:34])(=[O:22])=[O:21])=[CH:28][CH:27]=1)[C:31]#[C:32][CH3:33]. The yield is 0.170. (8) The reactants are Cl[C:2]1[CH:7]=[CH:6][CH:5]=[CH:4][N:3]=1.[C:8]1([SH:14])[CH:13]=[CH:12][CH:11]=[CH:10][CH:9]=1.C([O-])([O-])=[O:16].[K+].[K+].C(O)(=O)C.[O-]Cl.[Na+].[OH-:28].[Na+]. The catalyst is O.CS(C)=O.CN(C=O)C. The product is [C:8]1([S:14]([C:2]2[CH:7]=[CH:6][CH:5]=[CH:4][N:3]=2)(=[O:16])=[O:28])[CH:13]=[CH:12][CH:11]=[CH:10][CH:9]=1. The yield is 0.860. (9) The reactants are COC1C=CC(C([O:22][CH2:23][C@H:24]2[O:28][C@@H:27]([N:29]3[CH:36]=[CH:35][C:33](=[O:34])[NH:32][C:30]3=[O:31])[C@H:26]([O:37][C:38]([O:40][CH2:41][C:42]3[CH:47]=[CH:46][CH:45]=[CH:44][CH:43]=3)=[O:39])[C@@H:25]2[O:48][C:49]([O:51][CH2:52][C:53]2[CH:58]=[CH:57][CH:56]=[CH:55][CH:54]=2)=[O:50])(C2C=CC=CC=2)C2C=CC(OC)=CC=2)=CC=1. The catalyst is ClCCl. The product is [CH2:41]([O:40][C:38]([O:37][C@@H:26]1[C@H:25]([O:48][C:49]([O:51][CH2:52][C:53]2[CH:58]=[CH:57][CH:56]=[CH:55][CH:54]=2)=[O:50])[C@@H:24]([CH2:23][OH:22])[O:28][C@H:27]1[N:29]1[CH:36]=[CH:35][C:33](=[O:34])[NH:32][C:30]1=[O:31])=[O:39])[C:42]1[CH:47]=[CH:46][CH:45]=[CH:44][CH:43]=1. The yield is 0.870. (10) The reactants are [CH2:1]([C:3]1[C:8](=[O:9])[NH:7][C:6]([CH3:10])=[C:5]([C:11]2[S:15][C:14]([S:16]([Cl:19])(=[O:18])=[O:17])=[CH:13][CH:12]=2)[CH:4]=1)[CH3:2].[NH:20]1[CH:24]=[C:23]([CH2:25][CH2:26][NH2:27])[N:22]=[CH:21]1. No catalyst specified. The product is [ClH:19].[CH2:1]([C:3]1[C:8](=[O:9])[NH:7][C:6]([CH3:10])=[C:5]([C:11]2[S:15][C:14]([S:16]([N:20]3[CH:24]=[C:23]([CH2:25][CH2:26][NH:27][S:16]([C:14]4[S:15][C:11]([C:5]5[CH:4]=[C:3]([CH2:1][CH3:2])[C:8](=[O:9])[NH:7][C:6]=5[CH3:10])=[CH:12][CH:13]=4)(=[O:17])=[O:18])[N:22]=[CH:21]3)(=[O:18])=[O:17])=[CH:13][CH:12]=2)[CH:4]=1)[CH3:2]. The yield is 0.620.